Dataset: Full USPTO retrosynthesis dataset with 1.9M reactions from patents (1976-2016). Task: Predict the reactants needed to synthesize the given product. (1) Given the product [CH3:1][C:2]1[CH:7]=[C:6]([CH3:8])[CH:5]=[C:4]([CH3:9])[C:3]=1[NH:10][C:11]([NH:13][C:14]1[C:15]([C:24]([NH:26][C:27]2([C:36]([OH:38])=[O:37])[CH2:28][C:29]3[C:34](=[CH:33][CH:32]=[CH:31][CH:30]=3)[CH2:35]2)=[O:25])=[CH:16][C:17]2[C:22]([CH:23]=1)=[CH:21][CH:20]=[CH:19][CH:18]=2)=[O:12], predict the reactants needed to synthesize it. The reactants are: [CH3:1][C:2]1[CH:7]=[C:6]([CH3:8])[CH:5]=[C:4]([CH3:9])[C:3]=1[NH:10][C:11]([NH:13][C:14]1[C:15]([C:24]([NH:26][C:27]2([C:36]([O:38]C)=[O:37])[CH2:35][C:34]3[C:29](=[CH:30][CH:31]=[CH:32][CH:33]=3)[CH2:28]2)=[O:25])=[CH:16][C:17]2[C:22]([CH:23]=1)=[CH:21][CH:20]=[CH:19][CH:18]=2)=[O:12].Cl. (2) The reactants are: S1[CH2:6][CH2:5][C:4](=[O:7])[CH2:3][CH2:2]1.C(N(CC([O-])=O)CC(O)=O)CN(CC([O-])=O)CC(O)=O.[Na+].[Na+].[S:30]([O-:35])(O[O-])(=O)=[O:31].[K+].[K+].C([O-])(O)=O.[Na+]. Given the product [O:31]=[S:30]1(=[O:35])[CH2:6][CH2:5][C:4](=[O:7])[CH2:3][CH2:2]1, predict the reactants needed to synthesize it.